From a dataset of Full USPTO retrosynthesis dataset with 1.9M reactions from patents (1976-2016). Predict the reactants needed to synthesize the given product. (1) Given the product [Br:1][C:2]1[CH:7]=[CH:6][C:5]([O:8][CH2:18][C:19]([F:22])([F:21])[F:20])=[CH:4][CH:3]=1, predict the reactants needed to synthesize it. The reactants are: [Br:1][C:2]1[CH:7]=[CH:6][C:5]([OH:8])=[CH:4][CH:3]=1.BrC1C=C(Cl)C=CC=1O[CH2:18][C:19]([F:22])([F:21])[F:20].FC(F)(F)COS(C(F)(F)F)(=O)=O. (2) Given the product [CH3:5][S:6][C:7]1[CH:12]=[CH:11][CH:10]=[C:9]2[C:8]=1[NH:13][C:16]1[CH:17]([CH2:22][C:23]([O:25][CH2:26][CH3:27])=[O:24])[CH2:18][CH2:19][CH2:20][C:21]2=1, predict the reactants needed to synthesize it. The reactants are: C(O)(=O)C.[CH3:5][S:6][C:7]1[CH:12]=[CH:11][CH:10]=[CH:9][C:8]=1[NH:13]N.O=[C:16]1[CH2:21][CH2:20][CH2:19][CH2:18][CH:17]1[CH2:22][C:23]([O:25][CH2:26][CH3:27])=[O:24].Cl. (3) Given the product [CH2:1]([O:8][CH2:9][C@@H:10]([C:26]1[C:25]2[C:29](=[CH:30][CH:31]=[CH:32][C:24]=2[CH3:23])[NH:28][CH:27]=1)[CH2:11][CH:12]=[O:13])[C:2]1[CH:7]=[CH:6][CH:5]=[CH:4][CH:3]=1, predict the reactants needed to synthesize it. The reactants are: [CH2:1]([O:8][CH2:9][CH:10]=[CH:11][CH:12]=[O:13])[C:2]1[CH:7]=[CH:6][CH:5]=[CH:4][CH:3]=1.C(O)(=O)C1C=CC=CC=1.[CH3:23][C:24]1[CH:32]=[CH:31][CH:30]=[C:29]2[C:25]=1[CH:26]=[CH:27][NH:28]2.[N+](C1C=C([N+]([O-])=O)C=CC=1C(O)=O)([O-])=O.C([C@@H]1N[C@H](C(C)(C)C)N(C)C1=O)C1C=CC=CC=1. (4) Given the product [Br:43][C:44]1[CH:49]=[C:48]([N:16]2[C:17]3[C:22](=[CH:21][CH:20]=[CH:19][CH:18]=3)[C:14]([C:10]3[CH:9]=[C:8]([CH3:40])[C:7]([OH:6])=[C:12]([CH3:13])[CH:11]=3)([C:24]3[CH:29]=[C:28]([CH3:30])[C:27]([OH:31])=[C:26]([CH3:39])[CH:25]=3)[C:15]2=[O:23])[CH:47]=[CH:46][CH:45]=1, predict the reactants needed to synthesize it. The reactants are: C([Si](C)(C)[O:6][C:7]1[C:12]([CH3:13])=[CH:11][C:10]([C:14]2([C:24]3[CH:29]=[C:28]([CH3:30])[C:27]([O:31][Si](C(C)(C)C)(C)C)=[C:26]([CH3:39])[CH:25]=3)[C:22]3[C:17](=[CH:18][CH:19]=[CH:20][CH:21]=3)[NH:16][C:15]2=[O:23])=[CH:9][C:8]=1[CH3:40])(C)(C)C.[Br:43][C:44]1[CH:45]=[C:46](B(O)O)[CH:47]=[CH:48][CH:49]=1.C(N(CC)CC)C.[F-].C([N+](CCCC)(CCCC)CCCC)CCC. (5) Given the product [NH2:17][C:15]1[CH:14]=[CH:13][C:12]([F:20])=[C:11]([C@:3]2([CH3:10])[C@@H:2]([F:1])[CH2:8][O:7][CH2:6][C:5]([NH2:9])=[N:4]2)[CH:16]=1, predict the reactants needed to synthesize it. The reactants are: [F:1][C@H:2]1[CH2:8][O:7][CH2:6][C:5]([NH2:9])=[N:4][C@@:3]1([C:11]1[CH:16]=[C:15]([N+:17]([O-])=O)[CH:14]=[CH:13][C:12]=1[F:20])[CH3:10]. (6) The reactants are: Cl.[N+:2]([C:5]1[CH:10]=[CH:9][CH:8]=[CH:7][C:6]=1[CH2:11][NH2:12])([O-:4])=[O:3].C(=O)([O-])O.[Na+]. Given the product [N+:2]([C:5]1[CH:10]=[CH:9][CH:8]=[CH:7][C:6]=1[CH2:11][NH2:12])([O-:4])=[O:3], predict the reactants needed to synthesize it. (7) Given the product [F:8][C:9]([F:22])([F:21])[S:10]([O:1][C@H:2]([CH3:7])[C:3]([O:5][CH3:6])=[O:4])(=[O:12])=[O:11], predict the reactants needed to synthesize it. The reactants are: [OH:1][C@H:2]([CH3:7])[C:3]([O:5][CH3:6])=[O:4].[F:8][C:9]([F:22])([F:21])[S:10](O[S:10]([C:9]([F:22])([F:21])[F:8])(=[O:12])=[O:11])(=[O:12])=[O:11].CC1C=CC=C(C)N=1.